From a dataset of Forward reaction prediction with 1.9M reactions from USPTO patents (1976-2016). Predict the product of the given reaction. Given the reactants [CH3:1][C:2]1[CH:7]=[C:6]([C:8]([N:10]2[CH2:15][CH2:14][O:13][CH2:12][CH2:11]2)=[O:9])[CH:5]=[C:4]([CH3:16])[C:3]=1[C:17]1[CH:25]=[CH:24][C:23]([F:26])=[C:22]2[C:18]=1[CH2:19][CH2:20][C@H:21]2[O:27][C:28]1[CH:41]=[CH:40][C:31]2[C@H:32]([CH2:35][C:36]([O:38]C)=[O:37])[CH2:33][O:34][C:30]=2[CH:29]=1, predict the reaction product. The product is: [CH3:1][C:2]1[CH:7]=[C:6]([C:8]([N:10]2[CH2:11][CH2:12][O:13][CH2:14][CH2:15]2)=[O:9])[CH:5]=[C:4]([CH3:16])[C:3]=1[C:17]1[CH:25]=[CH:24][C:23]([F:26])=[C:22]2[C:18]=1[CH2:19][CH2:20][C@H:21]2[O:27][C:28]1[CH:41]=[CH:40][C:31]2[C@H:32]([CH2:35][C:36]([OH:38])=[O:37])[CH2:33][O:34][C:30]=2[CH:29]=1.